This data is from TCR-epitope binding with 47,182 pairs between 192 epitopes and 23,139 TCRs. The task is: Binary Classification. Given a T-cell receptor sequence (or CDR3 region) and an epitope sequence, predict whether binding occurs between them. (1) Result: 1 (the TCR binds to the epitope). The TCR CDR3 sequence is CASSLDPGGGYYEQYF. The epitope is HTTDPSFLGRY. (2) The TCR CDR3 sequence is CASRQGGTSPLHF. The epitope is IVTDFSVIK. Result: 1 (the TCR binds to the epitope). (3) The epitope is LLMPILTLT. The TCR CDR3 sequence is CASSYLPSGDGEQFF. Result: 0 (the TCR does not bind to the epitope).